Dataset: Forward reaction prediction with 1.9M reactions from USPTO patents (1976-2016). Task: Predict the product of the given reaction. (1) Given the reactants Br[CH2:2][C:3]1[N:7]([CH2:8][CH3:9])[N:6]([C:10]2[CH:15]=[CH:14][CH:13]=[CH:12][CH:11]=2)[C:5](=[O:16])[C:4]=1[Cl:17].[Br:18][C:19]1[CH:24]=[CH:23][C:22]([N:25]2[CH2:30][CH2:29][NH:28][CH2:27][CH2:26]2)=[CH:21][CH:20]=1, predict the reaction product. The product is: [Br:18][C:19]1[CH:20]=[CH:21][C:22]([N:25]2[CH2:30][CH2:29][N:28]([CH2:2][C:3]3[N:7]([CH2:8][CH3:9])[N:6]([C:10]4[CH:15]=[CH:14][CH:13]=[CH:12][CH:11]=4)[C:5](=[O:16])[C:4]=3[Cl:17])[CH2:27][CH2:26]2)=[CH:23][CH:24]=1. (2) Given the reactants Cl.Cl[C:3]1[CH:8]=[CH:7][C:6]([CH:9]2[CH2:14][CH2:13][CH:12]([C:15]([OH:17])=[O:16])[CH2:11][CH2:10]2)=[CH:5][CH:4]=1.[H][H], predict the reaction product. The product is: [CH:6]1([CH:9]2[CH2:14][CH2:13][CH:12]([C:15]([OH:17])=[O:16])[CH2:11][CH2:10]2)[CH2:5][CH2:4][CH2:3][CH2:8][CH2:7]1. (3) The product is: [CH3:16][O:17][CH2:18][CH2:19][CH2:20][NH:21][C:2]1[C:12]([N+:13]([O-:15])=[O:14])=[CH:11][C:5]([C:6]([O:8][CH2:9][CH3:10])=[O:7])=[CH:4][N:3]=1. Given the reactants Cl[C:2]1[C:12]([N+:13]([O-:15])=[O:14])=[CH:11][C:5]([C:6]([O:8][CH2:9][CH3:10])=[O:7])=[CH:4][N:3]=1.[CH3:16][O:17][CH2:18][CH2:19][CH2:20][NH2:21], predict the reaction product. (4) Given the reactants Br[C:2]1[N:10]([C:11]2[CH:16]=[CH:15][C:14]([Cl:17])=[CH:13][C:12]=2[Cl:18])[C:9]2[CH2:8][CH2:7][N:6]([N:19]3[CH2:24][CH2:23][CH2:22][CH2:21][CH2:20]3)[C:5](=[O:25])[C:4]=2[C:3]=1[CH3:26].[OH:27][C:28]1[CH:33]=[CH:32][C:31](B(O)O)=[CH:30][CH:29]=1.C([O-])([O-])=O.[Na+].[Na+], predict the reaction product. The product is: [Cl:18][C:12]1[CH:13]=[C:14]([Cl:17])[CH:15]=[CH:16][C:11]=1[N:10]1[C:9]2[CH2:8][CH2:7][N:6]([N:19]3[CH2:24][CH2:23][CH2:22][CH2:21][CH2:20]3)[C:5](=[O:25])[C:4]=2[C:3]([CH3:26])=[C:2]1[C:31]1[CH:32]=[CH:33][C:28]([OH:27])=[CH:29][CH:30]=1. (5) Given the reactants [F:1][CH:2]([F:35])[C:3]1[CH:8]=[CH:7][N:6]=[C:5]([NH:9][C:10]2[N:15]=[C:14]([C:16]3[CH:17]=[N:18][C:19]([C@@:22]([C@H:25]4[CH2:30][CH2:29][C@H:28]([C:31]([OH:33])=[O:32])[CH2:27][CH2:26]4)([OH:24])[CH3:23])=[CH:20][CH:21]=3)[CH:13]=[C:12]([CH3:34])[CH:11]=2)[CH:4]=1.C(=O)([O-])[O-].[K+].[K+].[I-].[Na+].Cl[CH:45]([O:47][C:48](=[O:55])[N:49]([CH2:51][CH2:52][O:53][CH3:54])[CH3:50])[CH3:46], predict the reaction product. The product is: [F:35][CH:2]([F:1])[C:3]1[CH:8]=[CH:7][N:6]=[C:5]([NH:9][C:10]2[N:15]=[C:14]([C:16]3[CH:17]=[N:18][C:19]([C@@:22]([C@H:25]4[CH2:30][CH2:29][C@H:28]([C:31]([O:33][CH:45]([O:47][C:48](=[O:55])[N:49]([CH2:51][CH2:52][O:53][CH3:54])[CH3:50])[CH3:46])=[O:32])[CH2:27][CH2:26]4)([OH:24])[CH3:23])=[CH:20][CH:21]=3)[CH:13]=[C:12]([CH3:34])[CH:11]=2)[CH:4]=1. (6) Given the reactants Br[C:2]1[C:10]2[N:9]3[CH2:11][CH2:12][CH2:13][NH:14][C:15](=[O:16])[C:8]3=[CH:7][C:6]=2[CH:5]=[C:4]([C:17]#[N:18])[CH:3]=1.[C:19]([C:23]1[CH:28]=[CH:27][C:26](B(O)O)=[CH:25][CH:24]=1)([CH3:22])([CH3:21])[CH3:20], predict the reaction product. The product is: [C:19]([C:23]1[CH:28]=[CH:27][C:26]([C:2]2[C:10]3[N:9]4[CH2:11][CH2:12][CH2:13][NH:14][C:15](=[O:16])[C:8]4=[CH:7][C:6]=3[CH:5]=[C:4]([C:17]#[N:18])[CH:3]=2)=[CH:25][CH:24]=1)([CH3:22])([CH3:21])[CH3:20]. (7) Given the reactants [NH2:1][C@H:2]([C:5]1[N:14]([CH:15]2[CH2:17][CH2:16]2)[C:13](=[O:18])[C:12]2[C:7](=[CH:8][CH:9]=[CH:10][C:11]=2[Cl:19])[N:6]=1)[CH2:3][CH3:4].Cl[C:21]1[N:26]=[CH:25][N:24]=[C:23]([NH2:27])[C:22]=1[C:28]1[O:32][N:31]=[C:30]([CH2:33][CH3:34])[N:29]=1.CCN(C(C)C)C(C)C.CCOC(C)=O, predict the reaction product. The product is: [NH2:27][C:23]1[N:24]=[CH:25][N:26]=[C:21]([NH:1][C@H:2]([C:5]2[N:14]([CH:15]3[CH2:16][CH2:17]3)[C:13](=[O:18])[C:12]3[C:7](=[CH:8][CH:9]=[CH:10][C:11]=3[Cl:19])[N:6]=2)[CH2:3][CH3:4])[C:22]=1[C:28]1[O:32][N:31]=[C:30]([CH2:33][CH3:34])[N:29]=1.